Dataset: Forward reaction prediction with 1.9M reactions from USPTO patents (1976-2016). Task: Predict the product of the given reaction. (1) The product is: [ClH:28].[ClH:28].[N:1]1[N:2]=[C:3]([C:10]2[CH:19]=[CH:18][C:17]3[C:12](=[C:13]([O:20][C@H:21]4[CH2:26][CH2:25][NH:24][CH2:23][C@H:22]4[F:27])[CH:14]=[CH:15][CH:16]=3)[N:11]=2)[N:4]2[CH:9]=[CH:8][CH:7]=[CH:6][C:5]=12. Given the reactants [N:1]1[N:2]=[C:3]([C:10]2[CH:19]=[CH:18][C:17]3[C:12](=[C:13]([O:20][C@H:21]4[CH2:26][CH2:25][NH:24][CH2:23][C@H:22]4[F:27])[CH:14]=[CH:15][CH:16]=3)[N:11]=2)[N:4]2[CH:9]=[CH:8][CH:7]=[CH:6][C:5]=12.[ClH:28].O1CCOCC1, predict the reaction product. (2) Given the reactants [CH2:1]([C:4]1([OH:15])[CH2:7][N:6]([C:8]([O:10][C:11]([CH3:14])([CH3:13])[CH3:12])=[O:9])[CH2:5]1)[CH:2]=[CH2:3].[OH-:16].[Na+].OO, predict the reaction product. The product is: [OH:15][C:4]1([CH2:1][CH2:2][CH2:3][OH:16])[CH2:7][N:6]([C:8]([O:10][C:11]([CH3:14])([CH3:13])[CH3:12])=[O:9])[CH2:5]1. (3) Given the reactants [NH2:1][C:2]1[C:21]([C:22]2[CH:23]=[CH:24][C:25]3[O:38][CH2:37][N:28]4[C:29]5[CH:30]=[CH:31][CH:32]=[C:33]([F:36])[C:34]=5[CH:35]=[C:27]4[C:26]=3[N:39]=2)=[CH:20][C:5]2[C:6]([C:16]([NH:18][CH3:19])=[O:17])=[C:7]([C:9]3[CH:14]=[CH:13][C:12]([F:15])=[CH:11][CH:10]=3)[O:8][C:4]=2[CH:3]=1.N1C=CC=CC=1.[CH3:46][S:47](Cl)(=[O:49])=[O:48], predict the reaction product. The product is: [F:36][C:33]1[C:34]2[CH:35]=[C:27]3[C:26]4[N:39]=[C:22]([C:21]5[C:2]([NH:1][S:47]([CH3:46])(=[O:49])=[O:48])=[CH:3][C:4]6[O:8][C:7]([C:9]7[CH:14]=[CH:13][C:12]([F:15])=[CH:11][CH:10]=7)=[C:6]([C:16]([NH:18][CH3:19])=[O:17])[C:5]=6[CH:20]=5)[CH:23]=[CH:24][C:25]=4[O:38][CH2:37][N:28]3[C:29]=2[CH:30]=[CH:31][CH:32]=1. (4) Given the reactants CS(O[CH2:6][CH2:7][C:8]([CH3:24])([N:10]1[CH:14]=[C:13]([C:15]2[C:16]3[CH:23]=[CH:22][NH:21][C:17]=3[N:18]=[CH:19][N:20]=2)[CH:12]=[N:11]1)[CH3:9])(=O)=O.[CH3:25][N:26](C=O)C.[C-]#N.[Na+], predict the reaction product. The product is: [CH3:9][C:8]([N:10]1[CH:14]=[C:13]([C:15]2[C:16]3[CH:23]=[CH:22][NH:21][C:17]=3[N:18]=[CH:19][N:20]=2)[CH:12]=[N:11]1)([CH3:24])[CH2:7][CH2:6][C:25]#[N:26]. (5) Given the reactants Cl[C:2]1[CH:11]=[CH:10][C:9]2[C:4](=[C:5]([C:12]3[NH:20][C:19]4[CH2:18][CH2:17][NH:16][C:15](=[O:21])[C:14]=4[CH:13]=3)[CH:6]=[CH:7][CH:8]=2)[N:3]=1.[F:22][C:23]1[CH:29]=[CH:28][CH:27]=[C:26]([F:30])[C:24]=1[NH2:25].CC(C1C=C(C(C)C)C(C2C(P(C3CCCCC3)C3CCCCC3)=C(OC)C=CC=2OC)=C(C(C)C)C=1)C, predict the reaction product. The product is: [F:22][C:23]1[CH:29]=[CH:28][CH:27]=[C:26]([F:30])[C:24]=1[NH:25][C:2]1[CH:11]=[CH:10][C:9]2[C:4](=[C:5]([C:12]3[NH:20][C:19]4[CH2:18][CH2:17][NH:16][C:15](=[O:21])[C:14]=4[CH:13]=3)[CH:6]=[CH:7][CH:8]=2)[N:3]=1. (6) Given the reactants [F:1][C:2]1[CH:29]=[CH:28][C:5]([CH2:6][N:7]2[C:11]3=[CH:12][N:13]=[C:14]([C:16]([O:18]C)=[O:17])[CH:15]=[C:10]3[C:9]([CH2:20][N:21]3[CH2:26][CH2:25][NH:24][C:23](=[O:27])[CH2:22]3)=[CH:8]2)=[CH:4][CH:3]=1.[OH-].[Li+], predict the reaction product. The product is: [F:1][C:2]1[CH:3]=[CH:4][C:5]([CH2:6][N:7]2[C:11]3=[CH:12][N:13]=[C:14]([C:16]([OH:18])=[O:17])[CH:15]=[C:10]3[C:9]([CH2:20][N:21]3[CH2:26][CH2:25][NH:24][C:23](=[O:27])[CH2:22]3)=[CH:8]2)=[CH:28][CH:29]=1. (7) Given the reactants Cl[CH2:2][C:3]1[CH:4]=[C:5]([CH:8]=[CH:9][C:10]=1[O:11][CH2:12][CH2:13][NH:14][C:15]1[CH:20]=[CH:19][CH:18]=[CH:17][N:16]=1)[CH:6]=[O:7].[I-].[K+], predict the reaction product. The product is: [N:16]1[CH:17]=[CH:18][CH:19]=[CH:20][C:15]=1[N:14]1[CH2:2][C:3]2[CH:4]=[C:5]([CH:6]=[O:7])[CH:8]=[CH:9][C:10]=2[O:11][CH2:12][CH2:13]1. (8) Given the reactants [H-].C([Al+]CC(C)C)C(C)C.[C:11]([O:15][C:16]([NH:18][CH2:19][C:20]1[CH:29]=[CH:28][C:23]([C:24](OC)=[O:25])=[CH:22][CH:21]=1)=[O:17])([CH3:14])([CH3:13])[CH3:12].[Cl-].[NH4+].S([O-])([O-])(=O)=O.[Mg+2], predict the reaction product. The product is: [OH:25][CH2:24][C:23]1[CH:28]=[CH:29][C:20]([CH2:19][NH:18][C:16](=[O:17])[O:15][C:11]([CH3:12])([CH3:13])[CH3:14])=[CH:21][CH:22]=1. (9) Given the reactants [C:1]1([CH2:7][CH2:8][CH2:9][CH2:10]O)[CH:6]=[CH:5][CH:4]=[CH:3][CH:2]=1.C(Br)(Br)(Br)[Br:13].C1C=CC(P(C2C=CC=CC=2)C2C=CC=CC=2)=CC=1, predict the reaction product. The product is: [C:1]1([CH2:7][CH2:8][CH2:9][CH2:10][Br:13])[CH:6]=[CH:5][CH:4]=[CH:3][CH:2]=1. (10) Given the reactants Cl.[CH:2]1([NH:5][C:6](=[O:38])[C:7]2[CH:12]=[CH:11][C:10]([CH3:13])=[C:9]([C:14]3[CH:15]=[C:16]4[C:21](=[CH:22][CH:23]=3)[C:20](=[O:24])[N:19]([CH2:25][C:26]3[CH:31]=[CH:30][C:29]([C:32]5[CH2:33][CH2:34][NH:35][CH2:36][CH:37]=5)=[CH:28][CH:27]=3)[CH:18]=[CH:17]4)[CH:8]=2)[CH2:4][CH2:3]1, predict the reaction product. The product is: [CH:2]1([NH:5][C:6](=[O:38])[C:7]2[CH:12]=[CH:11][C:10]([CH3:13])=[C:9]([C:14]3[CH:15]=[C:16]4[C:21](=[CH:22][CH:23]=3)[C:20](=[O:24])[N:19]([CH2:25][C:26]3[CH:31]=[CH:30][C:29]([CH:32]5[CH2:37][CH2:36][NH:35][CH2:34][CH2:33]5)=[CH:28][CH:27]=3)[CH:18]=[CH:17]4)[CH:8]=2)[CH2:3][CH2:4]1.